From a dataset of Forward reaction prediction with 1.9M reactions from USPTO patents (1976-2016). Predict the product of the given reaction. (1) The product is: [Br:1][C:2]1[CH:3]=[C:4]([C:9]([NH:12][C:13]2[C:14]([NH:20][CH2:21][CH3:22])=[N:15][C:16]([Cl:19])=[CH:17][CH:18]=2)=[O:10])[C:5]([Cl:8])=[N:6][CH:7]=1. Given the reactants [Br:1][C:2]1[CH:3]=[C:4]([C:9](Cl)=[O:10])[C:5]([Cl:8])=[N:6][CH:7]=1.[NH2:12][C:13]1[C:14]([NH:20][CH2:21][CH3:22])=[N:15][C:16]([Cl:19])=[CH:17][CH:18]=1.C([O-])(O)=O.[Na+].O, predict the reaction product. (2) The product is: [F:1][C:2]1[C:7]([CH:20]2[CH2:21][CH2:22][N:17]([C:15]([O:14][C:10]([CH3:13])([CH3:12])[CH3:11])=[O:16])[CH2:18][CH2:19]2)=[N:6][CH:5]=[CH:4][N:3]=1. Given the reactants [F:1][C:2]1[C:7](I)=[N:6][CH:5]=[CH:4][N:3]=1.[I-].[C:10]([O:14][C:15]([N:17]1[CH2:22][CH2:21][CH:20]([Zn+])[CH2:19][CH2:18]1)=[O:16])([CH3:13])([CH3:12])[CH3:11], predict the reaction product. (3) Given the reactants [CH2:1]([N:3]1[C:11]([C:12]2[CH:13]=[N:14][C:15]([CH3:18])=[N:16][CH:17]=2)=[N:10][C:9]2[C:4]1=[N:5][CH:6]=[N:7][C:8]=2[O:19][C@H:20]1[CH2:24][CH2:23][NH:22][CH2:21]1)[CH3:2].Cl.[CH:26]1[N:30]=[CH:29][N:28]([C:31](N2C=NC=C2)=[O:32])[CH:27]=1.CCN(C(C)C)C(C)C, predict the reaction product. The product is: [CH2:1]([N:3]1[C:11]([C:12]2[CH:17]=[N:16][C:15]([CH3:18])=[N:14][CH:13]=2)=[N:10][C:9]2[C:4]1=[N:5][CH:6]=[N:7][C:8]=2[O:19][C@H:20]1[CH2:24][CH2:23][N:22]([C:31]([N:28]2[CH:27]=[CH:26][N:30]=[CH:29]2)=[O:32])[CH2:21]1)[CH3:2]. (4) Given the reactants [F:1][C:2]1[CH:3]=[C:4]([CH2:8][C:9]([NH2:11])=[O:10])[CH:5]=[CH:6][CH:7]=1.[H-].[Na+].[O:14]1[C:18]2[CH:19]=[CH:20][CH:21]=[CH:22][C:17]=2[CH:16]=[C:15]1[C:23]1[N:27]2[N:28]=[C:29](Cl)[CH:30]=[CH:31][C:26]2=[N:25][CH:24]=1, predict the reaction product. The product is: [O:14]1[C:18]2[CH:19]=[CH:20][CH:21]=[CH:22][C:17]=2[CH:16]=[C:15]1[C:23]1[N:27]2[N:28]=[C:29]([NH:11][C:9](=[O:10])[CH2:8][C:4]3[CH:5]=[CH:6][CH:7]=[C:2]([F:1])[CH:3]=3)[CH:30]=[CH:31][C:26]2=[N:25][CH:24]=1.